Dataset: Full USPTO retrosynthesis dataset with 1.9M reactions from patents (1976-2016). Task: Predict the reactants needed to synthesize the given product. (1) Given the product [C:1]12([NH:11][C:12]3[N:17]=[C:16]([C:18]([F:21])([F:20])[F:19])[C:15]([CH2:22][N:29]4[CH2:34][CH2:33][O:32][CH2:31][CH2:30]4)=[CH:14][N:13]=3)[CH2:10][CH:5]3[CH2:6][CH:7]([CH2:9][CH:3]([CH2:4]3)[CH2:2]1)[CH2:8]2, predict the reactants needed to synthesize it. The reactants are: [C:1]12([NH:11][C:12]3[N:17]=[C:16]([C:18]([F:21])([F:20])[F:19])[C:15]([CH2:22]Cl)=[CH:14][N:13]=3)[CH2:10][CH:5]3[CH2:6][CH:7]([CH2:9][CH:3]([CH2:4]3)[CH2:2]1)[CH2:8]2.CN(C)C=O.[NH:29]1[CH2:34][CH2:33][O:32][CH2:31][CH2:30]1.C(=O)([O-])[O-].[K+].[K+]. (2) Given the product [C:1]([O:5][C:6](=[O:15])[N:7]([CH2:25][C:21]1[CH:22]=[CH:23][CH:24]=[C:19]([Br:18])[N:20]=1)[C:8]1[CH:9]=[CH:10][C:11]([F:14])=[CH:12][CH:13]=1)([CH3:4])([CH3:2])[CH3:3], predict the reactants needed to synthesize it. The reactants are: [C:1]([O:5][C:6](=[O:15])[NH:7][C:8]1[CH:13]=[CH:12][C:11]([F:14])=[CH:10][CH:9]=1)([CH3:4])([CH3:3])[CH3:2].[H-].[Na+].[Br:18][C:19]1[CH:24]=[CH:23][CH:22]=[C:21]([CH2:25]Cl)[N:20]=1.C(OCC)(=O)C. (3) Given the product [CH2:17]([N:20]([CH2:21][CH:22]=[CH2:23])[CH:13]1[CH2:12][CH:11]([O:10][CH2:9][C:6]2[CH:5]=[CH:4][C:3]([O:2][CH3:1])=[CH:8][CH:7]=2)[CH2:16][CH:15]1[OH:14])[CH:18]=[CH2:19], predict the reactants needed to synthesize it. The reactants are: [CH3:1][O:2][C:3]1[CH:8]=[CH:7][C:6]([CH2:9][O:10][CH:11]2[CH2:16][CH:15]3[CH:13]([O:14]3)[CH2:12]2)=[CH:5][CH:4]=1.[CH2:17]([NH:20][CH2:21][CH:22]=[CH2:23])[CH:18]=[CH2:19].